From a dataset of Catalyst prediction with 721,799 reactions and 888 catalyst types from USPTO. Predict which catalyst facilitates the given reaction. (1) Reactant: [Li]CCCC.[CH3:6][C:7]1[O:8][CH:9]=[CH:10][N:11]=1.Cl[Sn:13]([CH3:16])([CH3:15])[CH3:14].O. Product: [CH3:14][Sn:13]([CH3:16])([CH3:15])[C:9]1[O:8][C:7]([CH3:6])=[N:11][CH:10]=1. The catalyst class is: 27. (2) Reactant: C([O:5][C:6]([C:8]1[C:13]([CH3:14])=[CH:12][C:11]([C:15]#[N:16])=[CH:10][N:9]=1)=[O:7])(C)(C)C.O.C(O)(C(F)(F)F)=O. Product: [C:15]([C:11]1[CH:12]=[C:13]([CH3:14])[C:8]([C:6]([OH:7])=[O:5])=[N:9][CH:10]=1)#[N:16]. The catalyst class is: 11.